Dataset: Catalyst prediction with 721,799 reactions and 888 catalyst types from USPTO. Task: Predict which catalyst facilitates the given reaction. (1) Reactant: [Cl:1][C:2]1[CH:7]=[C:6](Cl)[N:5]2[N:9]=[C:10]([C:12]([O:14][CH2:15][CH3:16])=[O:13])[CH:11]=[C:4]2[N:3]=1.[NH2:17][CH:18]1[CH2:23][CH2:22][O:21][CH2:20][CH2:19]1.C(N(CC)CC)C.O. Product: [Cl:1][C:2]1[CH:7]=[C:6]([NH:17][CH:18]2[CH2:23][CH2:22][O:21][CH2:20][CH2:19]2)[N:5]2[N:9]=[C:10]([C:12]([O:14][CH2:15][CH3:16])=[O:13])[CH:11]=[C:4]2[N:3]=1. The catalyst class is: 9. (2) Reactant: [O:1]1[CH2:6][CH2:5][N:4]([CH2:7][CH2:8][NH:9][C:10]([C:12]2[CH:13]=[C:14]([NH:30][C:31]3[CH:36]=[C:35]([O:37][C:38]4[C:47]5[C:42](=[CH:43][CH:44]=[CH:45][CH:46]=5)[C:41]([NH:48]C(=O)OC(C)(C)C)=[CH:40][CH:39]=4)[CH:34]=[CH:33][N:32]=3)[CH:15]=[C:16]([C:18]#[C:19][Si:20]([CH:27]([CH3:29])[CH3:28])([CH:24]([CH3:26])[CH3:25])[CH:21]([CH3:23])[CH3:22])[CH:17]=2)=[O:11])[CH2:3][CH2:2]1.C(O)(C(F)(F)F)=O. Product: [NH2:48][C:41]1[C:42]2[C:47](=[CH:46][CH:45]=[CH:44][CH:43]=2)[C:38]([O:37][C:35]2[CH:34]=[CH:33][N:32]=[C:31]([NH:30][C:14]3[CH:13]=[C:12]([CH:17]=[C:16]([C:18]#[C:19][Si:20]([CH:27]([CH3:29])[CH3:28])([CH:24]([CH3:26])[CH3:25])[CH:21]([CH3:23])[CH3:22])[CH:15]=3)[C:10]([NH:9][CH2:8][CH2:7][N:4]3[CH2:3][CH2:2][O:1][CH2:6][CH2:5]3)=[O:11])[CH:36]=2)=[CH:39][CH:40]=1. The catalyst class is: 2. (3) Reactant: B.C1COCC1.[C:7]1([C@@H:13]2[CH2:18][N:17]3[CH2:19][CH2:20][N:14]2[CH2:15][CH2:16]3)[CH:12]=[CH:11][CH:10]=[CH:9][CH:8]=1.CC(C)=O.[Cl:25][CH2:26][Cl:27]. Product: [Cl-:25].[Cl:27][CH2:26][N+:17]12[CH2:19][CH2:20][N:14]([CH2:15][CH2:16]1)[C@H:13]([C:7]1[CH:12]=[CH:11][CH:10]=[CH:9][CH:8]=1)[CH2:18]2. The catalyst class is: 3. (4) Reactant: C(N(CC)CC)C.[C:8](Cl)(=[O:17])/[CH:9]=[CH:10]/[C:11]1[CH:16]=[CH:15][CH:14]=[CH:13][CH:12]=1.[CH2:19]([C@H:26]1[CH2:30][O:29][C:28](=[O:31])[NH:27]1)[C:20]1[CH:25]=[CH:24][CH:23]=[CH:22][CH:21]=1.[Cl-].[Li+]. Product: [CH2:19]([C@H:26]1[CH2:30][O:29][C:28](=[O:31])[N:27]1[C:8](=[O:17])/[CH:9]=[CH:10]/[C:11]1[CH:16]=[CH:15][CH:14]=[CH:13][CH:12]=1)[C:20]1[CH:21]=[CH:22][CH:23]=[CH:24][CH:25]=1. The catalyst class is: 4.